The task is: Predict the product of the given reaction.. This data is from Forward reaction prediction with 1.9M reactions from USPTO patents (1976-2016). (1) Given the reactants [S:1]1[CH:5]=[C:4]([C:6]2[CH:13]=[CH:12][C:9]([CH:10]=[O:11])=[CH:8][CH:7]=2)[N:3]=[CH:2]1.S1C=CN=C1C1C=CC(C=O)=CC=1, predict the reaction product. The product is: [S:1]1[CH:5]=[C:4]([C:6]2[CH:7]=[CH:8][C:9]([CH2:10][OH:11])=[CH:12][CH:13]=2)[N:3]=[CH:2]1. (2) Given the reactants Br[C:2]1[CH:3]=[C:4]([CH:25]=[CH:26][N:27]=1)[C:5]([NH:7][C:8]1[S:9][C:10]2[C:16]([N:17]3[CH2:22][CH2:21][O:20][CH2:19][CH2:18]3)=[CH:15][CH:14]=[C:13]([O:23][CH3:24])[C:11]=2[N:12]=1)=[O:6].C(=O)([O-])[O-].[Cs+].[Cs+].[NH2:34][CH2:35][CH2:36][N:37]1[CH2:42][CH2:41][O:40][CH2:39][CH2:38]1, predict the reaction product. The product is: [CH3:24][O:23][C:13]1[C:11]2[N:12]=[C:8]([NH:7][C:5](=[O:6])[C:4]3[CH:25]=[CH:26][N:27]=[C:2]([NH:34][CH2:35][CH2:36][N:37]4[CH2:42][CH2:41][O:40][CH2:39][CH2:38]4)[CH:3]=3)[S:9][C:10]=2[C:16]([N:17]2[CH2:22][CH2:21][O:20][CH2:19][CH2:18]2)=[CH:15][CH:14]=1. (3) The product is: [N:29]1[N:30]2[C:31]([CH2:32][O:33][CH2:34][CH2:35]2)=[CH:36][C:28]=1/[CH:5]=[C:6]1\[C@@H:7]2[N:11]([C:12]\1=[O:13])[C:10]([C:14]([OH:16])=[O:15])=[CH:9][S:8]2. Given the reactants C(O[CH:5]([C:28]1[CH:36]=[C:31]2[CH2:32][O:33][CH2:34][CH2:35][N:30]2[N:29]=1)[C:6]1(Br)[C:12](=[O:13])[N:11]2[C@@H:7]1[S:8][CH:9]=[C:10]2[C:14]([O:16]CC1C=CC([N+]([O-])=O)=CC=1)=[O:15])(=O)C.P([O-])([O-])([O-])=O, predict the reaction product. (4) Given the reactants [Br:1][C:2]1[CH:3]=[N:4][NH:5][C:6]=1[C:7]([CH3:15])([CH3:14])[O:8][SiH2:9][C:10]([CH3:13])([CH3:12])[CH3:11].[O:16]1[CH:21]=[CH:20][CH2:19][CH2:18][CH2:17]1.[H-].[Na+], predict the reaction product. The product is: [Br:1][C:2]1[C:6]([C:7]([CH3:15])([CH3:14])[O:8][SiH2:9][C:10]([CH3:13])([CH3:12])[CH3:11])=[N:5][N:4]([CH:17]2[CH2:18][CH2:19][CH2:20][CH2:21][O:16]2)[CH:3]=1.[Br:1][C:2]1[CH:3]=[N:4][N:5]([CH:17]2[CH2:18][CH2:19][CH2:20][CH2:21][O:16]2)[C:6]=1[C:7]([CH3:15])([CH3:14])[O:8][SiH2:9][C:10]([CH3:13])([CH3:12])[CH3:11]. (5) Given the reactants [CH3:1][C:2]1([CH3:10])[CH2:7][CH:6]([CH:8]=O)[CH2:5][CH2:4][O:3]1.C1(P(C2C=CC=CC=2)(C2C=CC=CC=2)=[CH:18][C:19]([O:21][C:22]([CH3:25])([CH3:24])[CH3:23])=[O:20])C=CC=CC=1, predict the reaction product. The product is: [CH3:1][C:2]1([CH3:10])[CH2:7][CH:6](/[CH:8]=[CH:18]/[C:19]([O:21][C:22]([CH3:25])([CH3:24])[CH3:23])=[O:20])[CH2:5][CH2:4][O:3]1. (6) Given the reactants [F:1][C:2]1[CH:7]=[C:6]([F:8])[CH:5]=[CH:4][C:3]=1[OH:9].Br[C:11]([CH3:18])([CH3:17])[C:12]([O:14][CH2:15][CH3:16])=[O:13].C(=O)([O-])[O-].[K+].[K+].O, predict the reaction product. The product is: [F:1][C:2]1[CH:7]=[C:6]([F:8])[CH:5]=[CH:4][C:3]=1[O:9][C:11]([CH3:18])([CH3:17])[C:12]([O:14][CH2:15][CH3:16])=[O:13]. (7) Given the reactants C(N(CC)CC)C.[CH3:8][N:9]([CH3:14])[S:10](Cl)(=[O:12])=[O:11].ClCCl.[CH2:18]([O:25][CH2:26][N:27]1[C:32](=[O:33])[C:31]2=[N:34][CH:35]=[N:36][C:30]2=[CH:29][NH:28]1)[C:19]1[CH:24]=[CH:23][CH:22]=[CH:21][CH:20]=1, predict the reaction product. The product is: [CH3:8][N:9]([CH3:14])[S:10]([N:36]1[C:30]2[CH:29]=[N:28][N:27]([CH2:26][O:25][CH2:18][C:19]3[CH:24]=[CH:23][CH:22]=[CH:21][CH:20]=3)[C:32](=[O:33])[C:31]=2[N:34]=[CH:35]1)(=[O:12])=[O:11]. (8) The product is: [S:1]1[C:5]2[CH:6]=[C:7]([N:10]3[CH2:14][CH2:13][N:12]([C:17]4[CH:18]=[N:19][CH:20]=[CH:21][C:22]=4[Cl:23])[C:11]3=[O:15])[CH:8]=[CH:9][C:4]=2[N:3]=[CH:2]1. Given the reactants [S:1]1[C:5]2[CH:6]=[C:7]([N:10]3[CH2:14][CH2:13][NH:12][C:11]3=[O:15])[CH:8]=[CH:9][C:4]=2[N:3]=[CH:2]1.Br[C:17]1[CH:18]=[N:19][CH:20]=[CH:21][C:22]=1[Cl:23].C1(N)CCCCC1N.P([O-])([O-])([O-])=O.[K+].[K+].[K+], predict the reaction product. (9) Given the reactants [C:1]([N:4]1[CH2:9][CH2:8][CH:7]([C:10]2[O:11][C:12]3[C:13](=[C:15]([C:27]#[N:28])[C:16]([CH3:26])=[C:17]([C:20]4[CH:25]=[CH:24][CH:23]=[CH:22][CH:21]=4)[C:18]=3F)[N:14]=2)[CH2:6][CH2:5]1)(=[O:3])[CH3:2].C(N(CC)CC)C.[CH3:36][N:37]([CH3:43])[C@H:38]1[CH2:42][CH2:41][NH:40][CH2:39]1, predict the reaction product. The product is: [C:1]([N:4]1[CH2:9][CH2:8][CH:7]([C:10]2[O:11][C:12]3[C:13](=[C:15]([C:27]#[N:28])[C:16]([CH3:26])=[C:17]([C:20]4[CH:25]=[CH:24][CH:23]=[CH:22][CH:21]=4)[C:18]=3[N:40]3[CH2:41][CH2:42][C@H:38]([N:37]([CH3:43])[CH3:36])[CH2:39]3)[N:14]=2)[CH2:6][CH2:5]1)(=[O:3])[CH3:2]. (10) Given the reactants N1C=CC=CC=1.[F:7][C:8]1[CH:13]=[CH:12][C:11]([NH2:14])=[C:10]([O:15][CH2:16][CH2:17][O:18][CH3:19])[CH:9]=1.[N:20]1([C:26]2[N:27]=[C:28]([CH2:33][C:34]([O-])=[O:35])[NH:29][C:30](=[O:32])[CH:31]=2)[CH2:25][CH2:24][O:23][CH2:22][CH2:21]1.[Na+], predict the reaction product. The product is: [F:7][C:8]1[CH:13]=[CH:12][C:11]([NH:14][C:34](=[O:35])[CH2:33][C:28]2[NH:29][C:30](=[O:32])[CH:31]=[C:26]([N:20]3[CH2:25][CH2:24][O:23][CH2:22][CH2:21]3)[N:27]=2)=[C:10]([O:15][CH2:16][CH2:17][O:18][CH3:19])[CH:9]=1.